Dataset: Full USPTO retrosynthesis dataset with 1.9M reactions from patents (1976-2016). Task: Predict the reactants needed to synthesize the given product. Given the product [Cl:1][C:2]1[CH:7]=[CH:6][C:5]([CH2:8][C:9]([OH:11])=[O:10])=[CH:4][C:3]=1[O:12][C:20]1[CH:21]=[CH:22][C:17]([S:14]([CH3:13])(=[O:16])=[O:15])=[CH:18][CH:19]=1, predict the reactants needed to synthesize it. The reactants are: [Cl:1][C:2]1[CH:7]=[CH:6][C:5]([CH2:8][C:9]([OH:11])=[O:10])=[CH:4][C:3]=1[OH:12].[CH3:13][S:14]([C:17]1[CH:22]=[CH:21][C:20](F)=[CH:19][CH:18]=1)(=[O:16])=[O:15].